This data is from Full USPTO retrosynthesis dataset with 1.9M reactions from patents (1976-2016). The task is: Predict the reactants needed to synthesize the given product. (1) Given the product [C:15]([C:3]1[N:4]=[CH:5][C:6]([NH:8][C@H:9]([CH2:13][CH3:14])[C:10]([NH2:12])=[O:11])=[N:7][C:2]=1[NH:28][C:26]1[S:25][N:24]=[C:23]([C:17]2[CH:22]=[CH:21][CH:20]=[CH:19][CH:18]=2)[CH:27]=1)#[N:16], predict the reactants needed to synthesize it. The reactants are: Cl[C:2]1[N:7]=[C:6]([NH:8][C@H:9]([CH2:13][CH3:14])[C:10]([NH2:12])=[O:11])[CH:5]=[N:4][C:3]=1[C:15]#[N:16].[C:17]1([C:23]2[CH:27]=[C:26]([NH2:28])[S:25][N:24]=2)[CH:22]=[CH:21][CH:20]=[CH:19][CH:18]=1.C([O-])([O-])=O.[K+].[K+].C1C=CC(P(C2C(C3C(P(C4C=CC=CC=4)C4C=CC=CC=4)=CC=C4C=3C=CC=C4)=C3C(C=CC=C3)=CC=2)C2C=CC=CC=2)=CC=1. (2) Given the product [Br:4][C:5]1[C:14]2[C:9](=[CH:10][CH:11]=[CH:12][CH:13]=2)[C:8](/[CH:15]=[N:18]/[OH:19])=[CH:7][CH:6]=1, predict the reactants needed to synthesize it. The reactants are: C(O)C.[Br:4][C:5]1[C:14]2[C:9](=[CH:10][CH:11]=[CH:12][CH:13]=2)[C:8]([CH:15]=O)=[CH:7][CH:6]=1.Cl.[NH2:18][OH:19].C([O-])(=O)C.[Na+]. (3) The reactants are: [CH3:1][CH:2]1[CH2:11][CH:10]([OH:12])[C:9]2[C:4](=[CH:5][CH:6]=[CH:7][CH:8]=2)[NH:3]1.[CH2:13]([O:15][C:16]1[CH:24]=[CH:23][C:19]([C:20](Cl)=[O:21])=[CH:18][C:17]=1[O:25][CH3:26])[CH3:14].C(OC1C=CC(C(O)=O)=CC=1OC)C. Given the product [CH2:13]([O:15][C:16]1[CH:24]=[CH:23][C:19]([C:20]([N:3]2[C:4]3[C:9](=[CH:8][CH:7]=[CH:6][CH:5]=3)[CH:10]([OH:12])[CH2:11][CH:2]2[CH3:1])=[O:21])=[CH:18][C:17]=1[O:25][CH3:26])[CH3:14], predict the reactants needed to synthesize it. (4) Given the product [Na+:21].[S:22]([O-:26])([O:20][CH2:17][CH2:13][CH2:12][CH2:11][CH2:14][CH2:14][CH2:11][CH2:12][CH2:13][CH2:5][CH2:4][CH3:6])(=[O:24])=[O:23].[C:17]([O-:20])([OH:19])=[O:18].[Na+:21].[S:22]([O:26][O:27][S:28]([O-:31])(=[O:30])=[O:29])([O-:25])(=[O:24])=[O:23].[NH4+:10].[NH4+:1], predict the reactants needed to synthesize it. The reactants are: [N:1]#N.C(OC)(=O)[C:4]([CH3:6])=[CH2:5].[NH2:10][C@H:11]([C:14](O)=O)[CH2:12][CH3:13].[C:17]([O-:20])([OH:19])=[O:18].[Na+:21].[S:22]([O:26][O:27][S:28]([O-:31])(=[O:30])=[O:29])([O-:25])(=[O:24])=[O:23].[NH4+].[NH4+]. (5) Given the product [CH3:1][O:2][C:3]([C:5]1[CH:9]=[C:8]([CH:25]([OH:29])[CH2:26][CH2:27][CH2:28][NH:24][C:22]([O:21][C:17]([CH3:19])([CH3:18])[CH3:20])=[O:23])[S:7][C:6]=1[CH3:11])=[O:4], predict the reactants needed to synthesize it. The reactants are: [CH3:1][O:2][C:3]([C:5]1[CH:9]=[C:8](Br)[S:7][C:6]=1[CH3:11])=[O:4].C([Mg]Br)(C)C.[C:17]([O:21][C:22]([N:24]1[CH2:28][CH2:27][CH2:26][C:25]1=[O:29])=[O:23])([CH3:20])([CH3:19])[CH3:18].[B-].[Na+].[Cl-].[NH4+]. (6) The reactants are: [CH3:1][N:2]1[C:10]2[C:5](=[C:6]([CH3:11])[CH:7]=[CH:8][CH:9]=2)[CH:4]=[CH:3]1.[OH2:12].[Br-:13].[K+].BrBr. Given the product [Br:13][C:7]1[C:6]([CH3:11])=[C:5]2[C:10](=[CH:9][CH:8]=1)[N:2]([CH3:1])[C:3](=[O:12])[CH2:4]2, predict the reactants needed to synthesize it. (7) Given the product [C:2]([C:4]1[CH:9]=[CH:8][CH:7]=[CH:6][CH:5]=1)(=[O:3])[CH3:1], predict the reactants needed to synthesize it. The reactants are: [CH3:1][C:2]([C:4]1[CH:9]=[CH:8][C:7](S(C)(=O)=O)=[CH:6][CH:5]=1)=[O:3].BrBr.